Predict the product of the given reaction. From a dataset of Forward reaction prediction with 1.9M reactions from USPTO patents (1976-2016). Given the reactants [CH:1]1([CH2:6][OH:7])[CH2:5][CH2:4][CH2:3][CH2:2]1.[H-].[Na+].[CH3:10][C:11]([C:13]1[CH:18]=[CH:17][C:16](F)=[CH:15][CH:14]=1)=[O:12].CCCCCCC.C(OCC)(=O)C, predict the reaction product. The product is: [CH2:4]1[CH2:5][CH:1]([CH2:6][O:7][CH2:10][C:11]([C:13]2[CH:18]=[CH:17][CH:16]=[CH:15][CH:14]=2)=[O:12])[CH2:2][CH2:3]1.